Dataset: Forward reaction prediction with 1.9M reactions from USPTO patents (1976-2016). Task: Predict the product of the given reaction. (1) Given the reactants [CH3:1][C@@:2]12[C:8]([CH3:10])([CH3:9])[C@@H:5]([CH2:6][CH2:7]1)[C:4](=O)[C:3]2=O.COP([CH2:19][C:20](=O)[CH:21]([CH3:23])[CH3:22])(=O)OC.O.[NH2:26][NH2:27], predict the reaction product. The product is: [CH:21]([C:20]1[CH:19]=[C:4]2[C:3]([C@:2]3([CH3:1])[C:8]([CH3:10])([CH3:9])[C@H:5]2[CH2:6][CH2:7]3)=[N:27][N:26]=1)([CH3:23])[CH3:22]. (2) Given the reactants [Br:1][C:2]1[N:7]=[CH:6][C:5]([NH2:8])=[CH:4][C:3]=1[CH3:9].Cl[C:11]1[CH:19]=[CH:18][C:17]([Cl:20])=[CH:16][C:12]=1[C:13]([OH:15])=[O:14], predict the reaction product. The product is: [Br:1][C:2]1[N:7]=[CH:6][C:5]([NH:8][C:11]2[CH:19]=[CH:18][C:17]([Cl:20])=[CH:16][C:12]=2[C:13]([OH:15])=[O:14])=[CH:4][C:3]=1[CH3:9]. (3) The product is: [ClH:31].[CH3:1][O:2][C:3]1[C:11]([O:12][C@@H:13]2[CH2:18][CH2:17][CH2:16][C@H:15]([N:23]([CH3:22])[CH3:26])[CH2:14]2)=[CH:10][CH:9]=[C:8]2[C:4]=1[CH:5]=[N:6][NH:7]2. Given the reactants [CH3:1][O:2][C:3]1[C:11]([O:12][C@@H:13]2[CH2:18][CH2:17][CH2:16][C@H:15](N)[CH2:14]2)=[CH:10][CH:9]=[C:8]2[C:4]=1[CH:5]=[N:6][NH:7]2.C=O.[C:22]([BH3-])#[N:23].[Na+].[C:26](O)(=O)C.C(Cl)(Cl)[Cl:31], predict the reaction product. (4) Given the reactants [F:1][C:2]1[C:7]([F:8])=[CH:6][C:5]([NH2:9])=[C:4]([N+:10]([O-])=O)[CH:3]=1.[C:13](O[C:13]([O:15][C:16]([CH3:19])([CH3:18])[CH3:17])=[O:14])([O:15][C:16]([CH3:19])([CH3:18])[CH3:17])=[O:14].FC(F)(F)C(O)=O.[OH-].[Na+].[NH4+].[Cl-], predict the reaction product. The product is: [C:16]([O:15][C:13](=[O:14])[NH:10][C:4]1[CH:3]=[C:2]([F:1])[C:7]([F:8])=[CH:6][C:5]=1[NH2:9])([CH3:19])([CH3:18])[CH3:17]. (5) Given the reactants [Sn](O)(C)(C)C.C[O:7][C:8]([C:10]1[N:11]=[C:12]([CH:15]([OH:40])[CH2:16][CH:17]([N:21]([CH3:39])[C:22](=[O:38])[CH:23]([NH:28][C:29]([CH:31]2[CH2:36][CH2:35][CH2:34][CH2:33][N:32]2[CH3:37])=[O:30])[CH:24]([CH3:27])[CH2:25][CH3:26])[CH:18]([CH3:20])[CH3:19])[S:13][CH:14]=1)=[O:9], predict the reaction product. The product is: [OH:40][CH:15]([C:12]1[S:13][CH:14]=[C:10]([C:8]([OH:9])=[O:7])[N:11]=1)[CH2:16][CH:17]([N:21]([CH3:39])[C:22](=[O:38])[CH:23]([NH:28][C:29]([CH:31]1[CH2:36][CH2:35][CH2:34][CH2:33][N:32]1[CH3:37])=[O:30])[CH:24]([CH3:27])[CH2:25][CH3:26])[CH:18]([CH3:20])[CH3:19].